This data is from P-glycoprotein inhibition data for predicting drug efflux from Broccatelli et al.. The task is: Regression/Classification. Given a drug SMILES string, predict its absorption, distribution, metabolism, or excretion properties. Task type varies by dataset: regression for continuous measurements (e.g., permeability, clearance, half-life) or binary classification for categorical outcomes (e.g., BBB penetration, CYP inhibition). Dataset: pgp_broccatelli. (1) The compound is Cc1ccccc1[C@H](OCCN(C)C)c1ccccc1. The result is 0 (non-inhibitor). (2) The drug is Cc1cc(C)n(-c2nnc(N/N=C/c3cccnc3)nn2)n1. The result is 0 (non-inhibitor). (3) The molecule is COc1ccc(OCC[C@@H](O)CN2CCN(c3ccccc3C)CC2)c(C(=O)CCc2ccccc2)c1. The result is 1 (inhibitor). (4) The molecule is CN1CCC[C@H]1CCO[C@](C)(c1ccccc1)c1ccc(Cl)cc1. The result is 1 (inhibitor). (5) The compound is COc1cc(/C=C/C(=O)N2CCN(CC(=O)O)CC2)cc(OC)c1OC. The result is 0 (non-inhibitor).